From a dataset of Forward reaction prediction with 1.9M reactions from USPTO patents (1976-2016). Predict the product of the given reaction. Given the reactants [Br:1][C:2]1[CH:7]=[CH:6][C:5]([C:8]([C:10]2[CH:11]=[N:12][C:13]([CH3:16])=[CH:14][CH:15]=2)=O)=[CH:4][CH:3]=1.O.NN.[OH-].[K+].O, predict the reaction product. The product is: [Br:1][C:2]1[CH:7]=[CH:6][C:5]([CH2:8][C:10]2[CH:15]=[CH:14][C:13]([CH3:16])=[N:12][CH:11]=2)=[CH:4][CH:3]=1.